This data is from Forward reaction prediction with 1.9M reactions from USPTO patents (1976-2016). The task is: Predict the product of the given reaction. Given the reactants [C:1]([C:5]1[N:10]=[CH:9][C:8]([C:11]2[N:12]([C:32]([N:34]3[CH2:39][CH2:38][CH:37]([C:40]([OH:42])=O)[CH2:36][CH2:35]3)=[O:33])[C@@:13]([C:25]3[CH:30]=[CH:29][C:28]([Cl:31])=[CH:27][CH:26]=3)([CH3:24])[C@@:14]([C:17]3[CH:22]=[CH:21][C:20]([Cl:23])=[CH:19][CH:18]=3)([CH3:16])[N:15]=2)=[C:7]([O:43][CH2:44][CH3:45])[CH:6]=1)([CH3:4])([CH3:3])[CH3:2].Cl.[NH2:47][CH2:48][CH2:49][S:50]([CH3:53])(=[O:52])=[O:51], predict the reaction product. The product is: [CH3:53][S:50]([CH2:49][CH2:48][NH:47][C:40]([CH:37]1[CH2:38][CH2:39][N:34]([C:32]([N:12]2[C@@:13]([C:25]3[CH:30]=[CH:29][C:28]([Cl:31])=[CH:27][CH:26]=3)([CH3:24])[C@@:14]([C:17]3[CH:22]=[CH:21][C:20]([Cl:23])=[CH:19][CH:18]=3)([CH3:16])[N:15]=[C:11]2[C:8]2[CH:9]=[N:10][C:5]([C:1]([CH3:2])([CH3:4])[CH3:3])=[CH:6][C:7]=2[O:43][CH2:44][CH3:45])=[O:33])[CH2:35][CH2:36]1)=[O:42])(=[O:52])=[O:51].